From a dataset of Reaction yield outcomes from USPTO patents with 853,638 reactions. Predict the reaction yield, written as a fraction of the theoretical maximum amount of product (1.0 means a 100% yield; for example, 0.34 means a 34% yield). The reactants are [S:1]1[CH:5]=[CH:4][C:3]2[C:6]([N:10]3[CH2:15][CH2:14][N:13]([CH2:16][CH2:17][CH2:18][CH2:19][O:20][C:21]4[CH:30]=[C:29]5[C:24]([CH2:25][CH2:26][C:27](=[O:33])[N:28]5[CH2:31][OH:32])=[CH:23][CH:22]=4)[CH2:12][CH2:11]3)=[CH:7][CH:8]=[CH:9][C:2]1=2.[CH:34]1([C:39](O)=[O:40])[CH2:38][CH2:37][CH2:36][CH2:35]1.[Cl-].ClC1N(C)C=C[N+]=1C.C(N(CC)CC)C. The catalyst is C(Cl)Cl.O. The product is [S:1]1[CH:5]=[CH:4][C:3]2[C:6]([N:10]3[CH2:15][CH2:14][N:13]([CH2:16][CH2:17][CH2:18][CH2:19][O:20][C:21]4[CH:30]=[C:29]5[C:24]([CH2:25][CH2:26][C:27](=[O:33])[N:28]5[CH2:31][O:32][C:39]([CH:34]5[CH2:38][CH2:37][CH2:36][CH2:35]5)=[O:40])=[CH:23][CH:22]=4)[CH2:12][CH2:11]3)=[CH:7][CH:8]=[CH:9][C:2]1=2. The yield is 0.225.